Dataset: Forward reaction prediction with 1.9M reactions from USPTO patents (1976-2016). Task: Predict the product of the given reaction. (1) Given the reactants CC1C=CC(S(O[CH2:12][CH:13]2[CH2:17][C:16]3[CH:18]=[C:19]([F:30])[CH:20]=[C:21]([C:22]4[C:27]([Cl:28])=[CH:26][CH:25]=[CH:24][C:23]=4[Cl:29])[C:15]=3[O:14]2)(=O)=O)=CC=1.[CH2:31]([NH2:33])[CH3:32], predict the reaction product. The product is: [Cl:29][C:23]1[CH:24]=[CH:25][CH:26]=[C:27]([Cl:28])[C:22]=1[C:21]1[C:15]2[O:14][CH:13]([CH2:12][NH:33][CH2:31][CH3:32])[CH2:17][C:16]=2[CH:18]=[C:19]([F:30])[CH:20]=1. (2) Given the reactants C(OC([N:8](C(OC(C)(C)C)=O)[C:9]1[CH:14]=[C:13]([C:15]2[C:16]([CH3:21])=[N:17][O:18][C:19]=2[CH3:20])[N:12]=[C:11](S(C)(=O)=O)[N:10]=1)=O)(C)(C)C.[Cl:33][C:34]1[CH:39]=[CH:38][C:37]([NH:40]C=O)=[CH:36][CH:35]=1.[H-].[Na+].CO, predict the reaction product. The product is: [Cl:33][C:34]1[CH:39]=[CH:38][C:37]([NH:40][C:11]2[N:10]=[C:9]([NH2:8])[CH:14]=[C:13]([C:15]3[C:16]([CH3:21])=[N:17][O:18][C:19]=3[CH3:20])[N:12]=2)=[CH:36][CH:35]=1.